From a dataset of Catalyst prediction with 721,799 reactions and 888 catalyst types from USPTO. Predict which catalyst facilitates the given reaction. (1) Product: [CH:1]1([CH2:4][N:5]2[CH2:30][CH2:29][C@:12]34[C:13]5[C:14]6[O:28][C@H:11]3[C@H:10]([O:31][CH2:41][C:40]3[CH:43]=[CH:44][C:37]([O:36][CH3:35])=[CH:38][CH:39]=3)[CH2:9][CH2:8][C@@:7]4([OH:32])[C@H:6]2[CH2:19][C:18]=5[CH:17]=[CH:16][C:15]=6[O:20][CH2:21][C:22]2[CH:23]=[CH:24][CH:25]=[CH:26][CH:27]=2)[CH2:3][CH2:2]1. The catalyst class is: 3. Reactant: [CH:1]1([CH2:4][N:5]2[CH2:30][CH2:29][C@:12]34[C:13]5[C:14]6[O:28][C@H:11]3[C@H:10]([OH:31])[CH2:9][CH2:8][C@@:7]4([OH:32])[C@H:6]2[CH2:19][C:18]=5[CH:17]=[CH:16][C:15]=6[O:20][CH2:21][C:22]2[CH:27]=[CH:26][CH:25]=[CH:24][CH:23]=2)[CH2:3][CH2:2]1.[H-].[Na+].[CH3:35][O:36][C:37]1[CH:44]=[CH:43][C:40]([CH2:41]Br)=[CH:39][CH:38]=1.O. (2) Reactant: [CH3:1][N:2]([CH3:12])[C:3]1[CH:4]=[C:5]([CH:9]=[CH:10][CH:11]=1)[C:6]([OH:8])=[O:7].C1C(=O)N([Br:20])C(=O)C1.O. Product: [Br:20][C:9]1[CH:10]=[CH:11][C:3]([N:2]([CH3:12])[CH3:1])=[CH:4][C:5]=1[C:6]([OH:8])=[O:7]. The catalyst class is: 3. (3) Reactant: [Cl:1][C:2]1[CH:7]=[C:6]([CH:8]([CH3:10])[CH3:9])[N:5]=[CH:4][N:3]=1.[Cl:11]N1C(=O)CCC1=O.C1(C(OOC(=O)C2C=CC=CC=2)=O)C=CC=CC=1. Product: [Cl:1][C:2]1[CH:7]=[C:6]([C:8]([Cl:11])([CH3:10])[CH3:9])[N:5]=[CH:4][N:3]=1. The catalyst class is: 53.